This data is from Reaction yield outcomes from USPTO patents with 853,638 reactions. The task is: Predict the reaction yield, written as a fraction of the theoretical maximum amount of product (1.0 means a 100% yield; for example, 0.34 means a 34% yield). (1) The reactants are [Cl:1][C:2]1[CH:32]=[CH:31][C:5]([CH2:6][CH2:7][NH:8][C:9]([C:11]2[CH:30]=[CH:29][C:14]([O:15][C:16]3[CH:21]=[CH:20][C:19]([CH2:22][C:23]([O:25][CH2:26][CH3:27])=[O:24])=[CH:18][C:17]=3Br)=[CH:13][CH:12]=2)=[O:10])=[CH:4][CH:3]=1.[CH2:33]([Zn]CC)[CH3:34]. The catalyst is C1COCC1.C1C=CC(P(C2C=CC=CC=2)[C-]2C=CC=C2)=CC=1.C1C=CC(P(C2C=CC=CC=2)[C-]2C=CC=C2)=CC=1.Cl[Pd]Cl.[Fe+2]. The product is [Cl:1][C:2]1[CH:32]=[CH:31][C:5]([CH2:6][CH2:7][NH:8][C:9]([C:11]2[CH:30]=[CH:29][C:14]([O:15][C:16]3[CH:21]=[CH:20][C:19]([CH2:22][C:23]([O:25][CH2:26][CH3:27])=[O:24])=[CH:18][C:17]=3[CH2:33][CH3:34])=[CH:13][CH:12]=2)=[O:10])=[CH:4][CH:3]=1. The yield is 0.370. (2) The reactants are Br[CH2:2][CH2:3][O:4][CH3:5].C(=O)([O-])[O-].[K+].[K+].[F:12][C:13]1[C:18]([OH:19])=[CH:17][N:16]=[C:15]2[N:20]([Si](C(C)C)(C(C)C)C(C)C)[CH:21]=[CH:22][C:14]=12. The yield is 0.497. The catalyst is CN(C=O)C. The product is [F:12][C:13]1[C:18]([O:19][CH2:2][CH2:3][O:4][CH3:5])=[CH:17][N:16]=[C:15]2[NH:20][CH:21]=[CH:22][C:14]=12. (3) The reactants are [CH3:1][N:2]1[C:6](=[O:7])[CH:5]=[CH:4][C:3]1=[O:8].FC(F)(F)C(O)=O.CO[CH2:18][N:19]([CH2:25][C:26]1[CH:31]=[CH:30][CH:29]=[CH:28][CH:27]=1)[CH2:20][Si](C)(C)C. The catalyst is C(Cl)Cl. The product is [CH2:25]([N:19]1[CH2:20][CH:4]2[C:3](=[O:8])[N:2]([CH3:1])[C:6](=[O:7])[CH:5]2[CH2:18]1)[C:26]1[CH:31]=[CH:30][CH:29]=[CH:28][CH:27]=1. The yield is 1.00.